This data is from Reaction yield outcomes from USPTO patents with 853,638 reactions. The task is: Predict the reaction yield, written as a fraction of the theoretical maximum amount of product (1.0 means a 100% yield; for example, 0.34 means a 34% yield). The reactants are [CH:1]1[C:13]2[NH:12][C:11]3[C:6](=[CH:7][CH:8]=[CH:9][CH:10]=3)[C:5]=2[CH:4]=[CH:3][CH:2]=1.Br[C:15]1[CH:22]=[CH:21][C:18]([CH:19]=[O:20])=[CH:17][CH:16]=1.C(=O)([O-])[O-].[K+].[K+].C1OCCOCCOCCOCCOCCOC1. The catalyst is [Cu]. The product is [CH:10]1[C:11]2[N:12]([C:15]3[CH:22]=[CH:21][C:18]([CH:19]=[O:20])=[CH:17][CH:16]=3)[C:13]3[C:5](=[CH:4][CH:3]=[CH:2][CH:1]=3)[C:6]=2[CH:7]=[CH:8][CH:9]=1. The yield is 0.840.